This data is from Forward reaction prediction with 1.9M reactions from USPTO patents (1976-2016). The task is: Predict the product of the given reaction. (1) The product is: [CH2:1]1[O:9][C:8]2[CH:7]=[CH:6][C:5]([CH:10]3[C:18]4[C:13](=[CH:14][CH:15]=[CH:16][CH:17]=4)[CH:12]([C:19]4[CH:24]=[CH:23][C:22]5[O:25][CH2:26][O:27][C:21]=5[CH:20]=4)[CH:11]3[C:28]([OH:30])=[O:29])=[CH:4][C:3]=2[O:2]1. Given the reactants [CH2:1]1[O:9][C:8]2[CH:7]=[CH:6][C:5]([CH:10]3[C:18]4[C:13](=[CH:14][CH:15]=[CH:16][CH:17]=4)[CH:12]([C:19]4[CH:24]=[CH:23][C:22]5[O:25][CH2:26][O:27][C:21]=5[CH:20]=4)[CH:11]3[C:28]([O:30]CC)=[O:29])=[CH:4][C:3]=2[O:2]1.C1OC2C=CC(C3C4C(=CC=CC=4)C(C4C=CC5OCOC=5C=4)=C3C(OCC)=O)=CC=2O1, predict the reaction product. (2) Given the reactants [Cl:1][C:2]1[CH:7]=[C:6]([Cl:8])[CH:5]=[CH:4][C:3]=1[C:9]#[CH:10].[F:11][C:12]1[CH:19]=[CH:18][C:15]([CH2:16][SH:17])=[CH:14][CH:13]=1.[Na], predict the reaction product. The product is: [Cl:1][C:2]1[CH:7]=[C:6]([Cl:8])[CH:5]=[CH:4][C:3]=1/[CH:9]=[CH:10]\[CH:16]([S:17][CH:16](/[CH:10]=[CH:9]\[C:3]1[CH:4]=[CH:5][C:6]([Cl:8])=[CH:7][C:2]=1[Cl:1])[C:15]1[CH:18]=[CH:19][C:12]([F:11])=[CH:13][CH:14]=1)[C:15]1[CH:18]=[CH:19][C:12]([F:11])=[CH:13][CH:14]=1. (3) Given the reactants [C:1](Cl)(=O)C.[N+:5]([C:8]1[CH:9]=[C:10]([CH:14]=[CH:15][C:16]([OH:18])=[O:17])[CH:11]=[CH:12][CH:13]=1)([O-:7])=[O:6], predict the reaction product. The product is: [CH3:1][O:17][C:16](=[O:18])[CH:15]=[CH:14][C:10]1[CH:11]=[CH:12][CH:13]=[C:8]([N+:5]([O-:7])=[O:6])[CH:9]=1.